Task: Predict the reactants needed to synthesize the given product.. Dataset: Full USPTO retrosynthesis dataset with 1.9M reactions from patents (1976-2016) (1) Given the product [C:1]([O:5][C:6]([N:8]1[CH2:11][CH:10]([N:20]2[CH:19]=[C:18]([I:17])[CH:22]=[N:21]2)[CH2:9]1)=[O:7])([CH3:4])([CH3:3])[CH3:2], predict the reactants needed to synthesize it. The reactants are: [C:1]([O:5][C:6]([N:8]1[CH2:11][CH:10](OS(C)(=O)=O)[CH2:9]1)=[O:7])([CH3:4])([CH3:3])[CH3:2].[I:17][C:18]1[CH:19]=[N:20][NH:21][CH:22]=1.C(=O)([O-])[O-].[K+].[K+].C1OCCOCCOCCOCCOCCOC1. (2) Given the product [Cl:1][C:2]1[CH:11]=[CH:10][C:5]([C:22]2[C:23]([O:33][CH3:34])=[C:24]([CH3:32])[CH:25]=[C:26]3[C:31]=2[N:30]=[CH:29][CH:28]=[CH:27]3)=[CH:4][CH:3]=1, predict the reactants needed to synthesize it. The reactants are: [Cl:1][C:2]1[CH:11]=[C:10]2[C:5](C=CC(C)=N2)=[C:4]([C:5]2[CH:10]=[CH:11][C:2]([Cl:1])=[CH:3][CH:4]=2)[C:3]=1O.Br[C:22]1[C:23]([O:33][CH3:34])=[C:24]([CH3:32])[CH:25]=[C:26]2[C:31]=1[N:30]=[CH:29][CH:28]=[CH:27]2.